This data is from Forward reaction prediction with 1.9M reactions from USPTO patents (1976-2016). The task is: Predict the product of the given reaction. (1) Given the reactants [C:1]1([N:7]2[CH:11]([C:12]3[CH:17]=[CH:16][C:15]([C:18]([CH3:21])([CH3:20])[CH3:19])=[CH:14][CH:13]=3)[CH:10]=[C:9]([C:22]3[CH:27]=[CH:26][C:25](I)=[CH:24][CH:23]=3)[NH:8]2)[CH:6]=[CH:5][CH:4]=[CH:3][CH:2]=1.[CH3:29][Si:30]([C:33]#[CH:34])([CH3:32])[CH3:31].C(N(CC)CC)C, predict the reaction product. The product is: [C:1]1([N:7]2[CH:11]([C:12]3[CH:17]=[CH:16][C:15]([C:18]([CH3:21])([CH3:20])[CH3:19])=[CH:14][CH:13]=3)[CH:10]=[C:9]([C:22]3[CH:27]=[CH:26][C:25]([C:34]#[C:33][Si:30]([CH3:32])([CH3:31])[CH3:29])=[CH:24][CH:23]=3)[NH:8]2)[CH:6]=[CH:5][CH:4]=[CH:3][CH:2]=1. (2) Given the reactants C[O:2][C:3](=O)[NH:4][CH2:5][CH:6]([C:8]1[CH:13]=[CH:12][CH:11]=[C:10]([Cl:14])[CH:9]=1)[CH3:7].N, predict the reaction product. The product is: [Cl:14][C:10]1[CH:9]=[C:8]2[C:13](=[CH:12][CH:11]=1)[C:3](=[O:2])[NH:4][CH2:5][CH:6]2[CH3:7]. (3) Given the reactants C(OC(=O)[NH:7][C@H:8]([C:10]1[NH:11][C:12]([C:15]([F:18])([F:17])[F:16])=[CH:13][N:14]=1)[CH3:9])(C)(C)C.[ClH:20], predict the reaction product. The product is: [ClH:20].[F:18][C:15]([F:16])([F:17])[C:12]1[NH:11][C:10]([C@@H:8]([NH2:7])[CH3:9])=[N:14][CH:13]=1. (4) The product is: [CH3:30][O:31][C:32]([C:34]1[CH:39]=[CH:38][C:37]([C:4]2[CH:3]=[C:2]([Cl:1])[C:7]([CH2:8][C@@H:9]3[CH2:13][CH2:12][N:11]([CH:14]4[CH2:19][CH2:18][O:17][CH2:16][CH2:15]4)[C:10]3=[O:20])=[C:6]([Cl:21])[CH:5]=2)=[CH:36][CH:35]=1)=[O:33]. Given the reactants [Cl:1][C:2]1[CH:3]=[C:4](OS(C(F)(F)F)(=O)=O)[CH:5]=[C:6]([Cl:21])[C:7]=1[CH2:8][C@@H:9]1[CH2:13][CH2:12][N:11]([CH:14]2[CH2:19][CH2:18][O:17][CH2:16][CH2:15]2)[C:10]1=[O:20].[CH3:30][O:31][C:32]([C:34]1[CH:39]=[CH:38][C:37](B(O)O)=[CH:36][CH:35]=1)=[O:33].C(=O)([O-])[O-].[K+].[K+], predict the reaction product. (5) Given the reactants C[O:2][C:3](=[O:16])[CH2:4][C:5]([NH:7][C:8]1[CH:13]=[CH:12][C:11]([Cl:14])=[C:10]([Cl:15])[CH:9]=1)=[O:6].C1C=CC2N(O)N=NC=2C=1.C(Cl)CCl.C(OCC)(=O)C, predict the reaction product. The product is: [Cl:15][C:10]1[CH:9]=[C:8]([NH:7][C:5](=[O:6])[CH2:4][C:3]([OH:16])=[O:2])[CH:13]=[CH:12][C:11]=1[Cl:14]. (6) Given the reactants C(OC([NH:8][CH2:9][CH2:10][NH:11][C:12]1[N:17]=[CH:16][C:15](/[CH:18]=[CH:19]/[C:20]([O:22][CH2:23][CH3:24])=[O:21])=[CH:14][C:13]=1[Cl:25])=O)(C)(C)C.[ClH:26], predict the reaction product. The product is: [ClH:25].[ClH:26].[NH2:8][CH2:9][CH2:10][NH:11][C:12]1[N:17]=[CH:16][C:15](/[CH:18]=[CH:19]/[C:20]([O:22][CH2:23][CH3:24])=[O:21])=[CH:14][C:13]=1[Cl:25]. (7) The product is: [NH:12]([C:19]1[O:20][C:21]([C:24]([NH:37][C:38]2[CH:39]=[CH:40][C:41]([CH:44]3[CH2:45][CH2:46][CH:47]([CH2:50][C:51]([O:53][CH2:54][CH3:55])=[O:52])[CH2:48][CH2:49]3)=[CH:42][CH:43]=2)=[O:26])=[CH:22][N:23]=1)[C:13]1[CH:14]=[CH:15][CH:16]=[CH:17][CH:18]=1. Given the reactants CCN=C=NCCCN(C)C.[NH:12]([C:19]1[O:20][C:21]([C:24]([OH:26])=O)=[CH:22][N:23]=1)[C:13]1[CH:18]=[CH:17][CH:16]=[CH:15][CH:14]=1.C1C=CC2N(O)N=NC=2C=1.[NH2:37][C:38]1[CH:43]=[CH:42][C:41]([CH:44]2[CH2:49][CH2:48][CH:47]([CH2:50][C:51]([O:53][CH2:54][CH3:55])=[O:52])[CH2:46][CH2:45]2)=[CH:40][CH:39]=1.CCN(C(C)C)C(C)C, predict the reaction product. (8) The product is: [N:20]1([S:30]([C:33]2[CH:34]=[C:35]([NH:36][C:7](=[O:9])[C:6]3[CH:10]=[C:2]([F:1])[CH:3]=[CH:4][C:5]=3[N+:11]([O-:13])=[O:12])[CH:37]=[CH:38][CH:39]=2)(=[O:32])=[O:31])[C:29]2[C:24](=[CH:25][CH:26]=[CH:27][CH:28]=2)[CH2:23][CH2:22][CH2:21]1. Given the reactants [F:1][C:2]1[CH:3]=[CH:4][C:5]([N+:11]([O-:13])=[O:12])=[C:6]([CH:10]=1)[C:7]([OH:9])=O.C(Cl)(=O)C(Cl)=O.[N:20]1([S:30]([C:33]2[CH:34]=[C:35]([CH:37]=[CH:38][CH:39]=2)[NH2:36])(=[O:32])=[O:31])[C:29]2[C:24](=[CH:25][CH:26]=[CH:27][CH:28]=2)[CH2:23][CH2:22][CH2:21]1.C(O)C(N)(CO)CO, predict the reaction product. (9) Given the reactants C(OC(=O)[NH:7][CH:8]([C:17](=[O:37])[NH:18][CH2:19][CH2:20][CH2:21][N:22]1[C:31]2[CH:30]=[CH:29][CH:28]=[CH:27][C:26]=2[C:25]2=[N:32][NH:33][C:34]([CH3:35])=[C:24]2[C:23]1=[O:36])[CH2:9][C:10]1[CH:15]=[CH:14][C:13]([F:16])=[CH:12][CH:11]=1)(C)(C)C.C(O)(C(F)(F)F)=O, predict the reaction product. The product is: [NH2:7][CH:8]([CH2:9][C:10]1[CH:15]=[CH:14][C:13]([F:16])=[CH:12][CH:11]=1)[C:17]([NH:18][CH2:19][CH2:20][CH2:21][N:22]1[C:31]2[CH:30]=[CH:29][CH:28]=[CH:27][C:26]=2[C:25]2=[N:32][NH:33][C:34]([CH3:35])=[C:24]2[C:23]1=[O:36])=[O:37].